This data is from TCR-epitope binding with 47,182 pairs between 192 epitopes and 23,139 TCRs. The task is: Binary Classification. Given a T-cell receptor sequence (or CDR3 region) and an epitope sequence, predict whether binding occurs between them. (1) The epitope is PROT_97E67BCC. The TCR CDR3 sequence is CASSPYGGSNTGELFF. Result: 0 (the TCR does not bind to the epitope). (2) The epitope is FTISVTTEIL. The TCR CDR3 sequence is CASSPLAGAAYEQYF. Result: 0 (the TCR does not bind to the epitope). (3) Result: 0 (the TCR does not bind to the epitope). The epitope is KPLEFGATSAAL. The TCR CDR3 sequence is CSASVTSEYTDTQYF. (4) The epitope is CINGVCWTV. The TCR CDR3 sequence is CASSQDRQGQIYGYTF. Result: 0 (the TCR does not bind to the epitope). (5) The epitope is ILGLPTQTV. The TCR CDR3 sequence is CASSQGWEQYF. Result: 0 (the TCR does not bind to the epitope). (6) The epitope is FVRATATIPI. The TCR CDR3 sequence is CASSLPDSGSGEQFF. Result: 1 (the TCR binds to the epitope). (7) The epitope is NLVPMVATV. The TCR CDR3 sequence is CASSPWTTLHPYESSYEQYF. Result: 1 (the TCR binds to the epitope).